From a dataset of Serine/threonine kinase 33 screen with 319,792 compounds. Binary Classification. Given a drug SMILES string, predict its activity (active/inactive) in a high-throughput screening assay against a specified biological target. (1) The drug is Fc1c(CN2CCC(CC3CC3)(CC2)C(OCC)=O)ccc(OC)c1. The result is 0 (inactive). (2) The drug is S(=O)(=O)(N1CCC(CC1)C(OCC(=O)N(c1ccccc1)C)=O)c1cc(c(cc1)C)C. The result is 0 (inactive). (3) The drug is S1\C(C(=O)N(CC(=O)Nc2sc3c(n2)cccc3)C1=S)=C\c1cc(OC)c(OC)c(OC)c1. The result is 0 (inactive).